Dataset: Full USPTO retrosynthesis dataset with 1.9M reactions from patents (1976-2016). Task: Predict the reactants needed to synthesize the given product. (1) Given the product [OH:2][C:3]1[CH:8]=[C:7]([OH:9])[CH:6]=[CH:5][C:4]=1[NH:11][C:12](=[O:17])[C:13]([F:14])([F:15])[F:16], predict the reactants needed to synthesize it. The reactants are: C[O:2][C:3]1[CH:8]=[C:7]([O:9]C)[CH:6]=[CH:5][C:4]=1[NH:11][C:12](=[O:17])[C:13]([F:16])([F:15])[F:14].B(Br)(Br)Br.C([O-])(O)=O.[Na+].C(OCC)C. (2) Given the product [Cl:18][C:14]1[CH:13]=[C:12]([CH:5]([CH2:6][CH:7]2[CH2:8][CH2:9][CH2:10][CH2:11]2)[C:4]([NH:24][C:22]([NH:21][CH3:20])=[O:23])=[O:19])[CH:17]=[CH:16][CH:15]=1, predict the reactants needed to synthesize it. The reactants are: C(O[C:4](=[O:19])[CH:5]([C:12]1[CH:17]=[CH:16][CH:15]=[C:14]([Cl:18])[CH:13]=1)[CH2:6][CH:7]1[CH2:11][CH2:10][CH2:9][CH2:8]1)C.[CH3:20][NH:21][C:22]([NH2:24])=[O:23].C[O-].[Mg+2].C[O-].CO. (3) Given the product [NH2:1][C@H:4]1[CH2:9][C@H:8]2[C@H:10]3[C@H:19]([CH2:20][CH2:21][C@:6]2([CH3:7])[CH2:5]1)[C:18]1[CH:17]=[CH:16][C:15]([O:22][CH3:23])=[CH:14][C:13]=1[CH2:12][CH2:11]3, predict the reactants needed to synthesize it. The reactants are: [N:1]([C@H:4]1[CH2:9][C@H:8]2[C@H:10]3[C@H:19]([CH2:20][CH2:21][C@:6]2([CH3:7])[CH2:5]1)[C:18]1[CH:17]=[CH:16][C:15]([O:22][CH3:23])=[CH:14][C:13]=1[CH2:12][CH2:11]3)=[N+]=[N-].[H-].[Al+3].[Li+].[H-].[H-].[H-].CCOCC.O.C(C(C(C([O-])=O)O)O)([O-])=O.[Na+].[Na+]. (4) The reactants are: [CH3:1][O:2][C:3]1[C:13]2[CH2:12][CH2:11][CH2:10][C:9](=[O:14])[NH:8][C:7]=2[C:6]([N+:15]([O-])=O)=[CH:5][CH:4]=1.NC1C=CC2N(C)C(=O)CCCC=2C=1. Given the product [NH2:15][C:6]1[C:7]2[NH:8][C:9](=[O:14])[CH2:10][CH2:11][CH2:12][C:13]=2[C:3]([O:2][CH3:1])=[CH:4][CH:5]=1, predict the reactants needed to synthesize it. (5) Given the product [NH2:1][C:2]1[C:10]2[C:5](=[CH:6][CH:7]=[C:8]([NH:11][S:26]([C:21]3[CH:20]=[C:19]([F:18])[CH:24]=[C:23]([F:25])[CH:22]=3)(=[O:28])=[O:27])[CH:9]=2)[NH:4][N:3]=1, predict the reactants needed to synthesize it. The reactants are: [NH2:1][C:2]1[C:10]2[C:5](=[CH:6][CH:7]=[C:8]([NH2:11])[CH:9]=2)[NH:4][N:3]=1.N1C=CC=CC=1.[F:18][C:19]1[CH:20]=[C:21]([S:26](Cl)(=[O:28])=[O:27])[CH:22]=[C:23]([F:25])[CH:24]=1. (6) Given the product [CH3:1][O:2][C:3](=[O:38])[C:4]1[CH:9]=[CH:8][CH:7]=[CH:6][C:5]=1[S:10][C:11]1[C:19]2[C:14](=[CH:15][C:16]([NH:20][CH3:21])=[CH:17][CH:18]=2)[N:13]([CH2:29][C:30]2[CH:31]=[C:32]([F:37])[CH:33]=[C:34]([F:36])[CH:35]=2)[CH:12]=1, predict the reactants needed to synthesize it. The reactants are: [CH3:1][O:2][C:3](=[O:38])[C:4]1[CH:9]=[CH:8][CH:7]=[CH:6][C:5]=1[S:10][C:11]1[C:19]2[C:14](=[CH:15][C:16]([N:20](C(OC(C)(C)C)=O)[CH3:21])=[CH:17][CH:18]=2)[N:13]([CH2:29][C:30]2[CH:35]=[C:34]([F:36])[CH:33]=[C:32]([F:37])[CH:31]=2)[CH:12]=1.